From a dataset of Catalyst prediction with 721,799 reactions and 888 catalyst types from USPTO. Predict which catalyst facilitates the given reaction. Reactant: [B:10]1([B:10]2[O:14][C:13]([CH3:16])([CH3:15])[C:12]([CH3:18])([CH3:17])[O:11]2)[O:14][C:13]([CH3:16])([CH3:15])[C:12]([CH3:18])([CH3:17])[O:11]1.I[C:20]1[CH:40]=[CH:39][C:23]([O:24][C:25]2[C:30]([C:31]3[CH:36]=[CH:35][N:34]=[C:33]([NH:37][CH3:38])[N:32]=3)=[CH:29][CH:28]=[CH:27][N:26]=2)=[CH:22][CH:21]=1.C([O-])(=O)C.[K+]. Product: [CH3:38][NH:37][C:33]1[N:32]=[C:31]([C:30]2[C:25]([O:24][C:23]3[CH:39]=[CH:40][C:20]([B:10]4[O:11][C:12]([CH3:17])([CH3:18])[C:13]([CH3:15])([CH3:16])[O:14]4)=[CH:21][CH:22]=3)=[N:26][CH:27]=[CH:28][CH:29]=2)[CH:36]=[CH:35][N:34]=1. The catalyst class is: 294.